Predict which catalyst facilitates the given reaction. From a dataset of Catalyst prediction with 721,799 reactions and 888 catalyst types from USPTO. Reactant: CN(C(ON1N=N[C:11]2[CH:12]=[CH:13][CH:14]=[N:15][C:10]1=2)=[N+](C)C)C.F[P-](F)(F)(F)(F)F.[OH:25][C:26]([C:29]1[O:33][N:32]=[C:31]([C:34]2[S:35][CH:36]=[C:37]([C:39]([O:41]C(C)(C)C)=O)[N:38]=2)[N:30]=1)([CH3:28])[CH3:27].Cl.C[C@H]1CCCN1.CCN(C(C)C)C(C)C.Cl. Product: [OH:25][C:26]([C:29]1[O:33][N:32]=[C:31]([C:34]2[S:35][CH:36]=[C:37]([C:39]([N:15]3[CH2:14][CH2:13][CH2:12][C@@H:10]3[CH3:11])=[O:41])[N:38]=2)[N:30]=1)([CH3:27])[CH3:28]. The catalyst class is: 1.